From a dataset of Reaction yield outcomes from USPTO patents with 853,638 reactions. Predict the reaction yield, written as a fraction of the theoretical maximum amount of product (1.0 means a 100% yield; for example, 0.34 means a 34% yield). The reactants are [CH3:1][O:2][C:3](=[O:14])[C:4]1[CH:9]=[CH:8][C:7]([CH:10]([F:12])[F:11])=[CH:6][C:5]=1[NH2:13].[I:15]I. The catalyst is CCO.[O-]S([O-])(=O)=O.[Ag+].[Ag+]. The product is [CH3:1][O:2][C:3](=[O:14])[C:4]1[CH:9]=[C:8]([I:15])[C:7]([CH:10]([F:12])[F:11])=[CH:6][C:5]=1[NH2:13]. The yield is 0.900.